From a dataset of Human liver microsome stability data. Regression/Classification. Given a drug SMILES string, predict its absorption, distribution, metabolism, or excretion properties. Task type varies by dataset: regression for continuous measurements (e.g., permeability, clearance, half-life) or binary classification for categorical outcomes (e.g., BBB penetration, CYP inhibition). Dataset: hlm. (1) The molecule is O=C(NC1CCCCC1)NC1CCN(c2ncnc3c2nc(-c2ccccc2Cl)n3-c2ccc(Cl)cc2)CC1. The result is 1 (stable in human liver microsomes). (2) The drug is O=C(NCc1ccc(Cl)cc1Cl)[C@@H]1CCC(=O)N1c1ccco1. The result is 1 (stable in human liver microsomes). (3) The drug is CCN(CC)CCNc1cc(C)nc2c1ccc1c2ccc2c(NCCN(CC)CC)cc(C)nc21. The result is 0 (unstable in human liver microsomes). (4) The molecule is N#CCCN1CCC(n2nnc3cnc4[nH]ccc4c32)CC1. The result is 0 (unstable in human liver microsomes). (5) The molecule is Cc1ccc(Oc2ccc(N(C[C@@H](C(=O)NO)N3CCOCC3)S(C)(=O)=O)cc2)cc1. The result is 0 (unstable in human liver microsomes). (6) The compound is NCC1(c2ccc(-c3ccccc3)cc2)CCCCC1. The result is 0 (unstable in human liver microsomes). (7) The compound is CCCCCCN1C(=O)[C@@H](CCOc2ccccc2CC(=O)O)Oc2ccccc21. The result is 0 (unstable in human liver microsomes).